From a dataset of Retrosynthesis with 50K atom-mapped reactions and 10 reaction types from USPTO. Predict the reactants needed to synthesize the given product. (1) Given the product CCCN(CCOc1ncc([N+](=O)[O-])c(OC)n1)C(=O)OC(C)(C)C, predict the reactants needed to synthesize it. The reactants are: CCCN(CCO)C(=O)OC(C)(C)C.COc1nc(Cl)ncc1[N+](=O)[O-]. (2) Given the product CCc1nn(C(C)C)c2nc(-c3ccn(-c4ncc(N5CCOCC5)cn4)n3)ccc12, predict the reactants needed to synthesize it. The reactants are: C1COCCN1.CCc1nn(C(C)C)c2nc(-c3ccn(-c4ncc(Br)cn4)n3)ccc12. (3) Given the product CCCC[Sn](CCCC)(CCCC)c1cnc(N(C(=O)OC(C)(C)C)c2ccc(N3CCOCC3)cc2)c2nccn12, predict the reactants needed to synthesize it. The reactants are: CC(C)(C)OC(=O)N(c1ccc(N2CCOCC2)cc1)c1ncc(Br)n2ccnc12.CCCC[Sn](Cl)(CCCC)CCCC. (4) Given the product Cn1cc(C=O)c2cc(F)ccc21, predict the reactants needed to synthesize it. The reactants are: CI.O=Cc1c[nH]c2ccc(F)cc12. (5) Given the product CCOC(=O)c1c(I)c(NC(=O)COC)c(I)c(C(=O)NC)c1I, predict the reactants needed to synthesize it. The reactants are: CCO.CNC(=O)c1c(I)c(NC(=O)COC)c(I)c(C(=O)Cl)c1I. (6) Given the product C=C(C)C(=O)NCCN, predict the reactants needed to synthesize it. The reactants are: C=C(C)C(=O)OC(=O)C(=C)C.NCCN. (7) Given the product COc1cccc(-c2cccc3c2C(=Cc2[nH]c(C)cc2C)C(=O)N3)c1, predict the reactants needed to synthesize it. The reactants are: COc1cccc(-c2cccc3c2CC(=O)N3)c1.Cc1cc(C)c(C=O)[nH]1. (8) Given the product CN(C)CC1CCc2cc(OCc3ccc(NC(=O)Cc4ccccc4)cc3)ccc2C1, predict the reactants needed to synthesize it. The reactants are: CN(C)CC1CCc2cc(OCc3ccc(N)cc3)ccc2C1.O=C(Cl)Cc1ccccc1. (9) Given the product Cc1cc2c(NCc3ccc4c(c3)OCCO4)nc(-n3cccn3)nc2s1, predict the reactants needed to synthesize it. The reactants are: Cc1cc2c(NCc3ccc4c(c3)OCCO4)nc(Cl)nc2s1.c1cn[nH]c1.